The task is: Predict the reaction yield, written as a fraction of the theoretical maximum amount of product (1.0 means a 100% yield; for example, 0.34 means a 34% yield).. This data is from Reaction yield outcomes from USPTO patents with 853,638 reactions. (1) The reactants are [Cl:1][C:2]1[CH:3]=[CH:4][CH:5]=[C:6]2[C:10]3([CH2:15][CH2:14][N:13](C(OCC4C=CC=CC=4)=O)[CH2:12][CH2:11]3)[CH2:9][N:8]([CH3:26])[C:7]=12. The catalyst is FC(F)(F)C(O)=O. The product is [Cl:1][C:2]1[CH:3]=[CH:4][CH:5]=[C:6]2[C:10]3([CH2:15][CH2:14][NH:13][CH2:12][CH2:11]3)[CH2:9][N:8]([CH3:26])[C:7]=12. The yield is 1.04. (2) The reactants are [Cl:1][C:2]1[CH:3]=[C:4]([S:8]([NH:11][C:12]2[CH:20]=[CH:19][C:15]([C:16]([OH:18])=[O:17])=[C:14]([OH:21])[CH:13]=2)(=[O:10])=[O:9])[S:5][C:6]=1[Cl:7].[CH3:22][O:23][CH2:24][CH:25](O)[CH2:26][CH3:27]. The product is [Cl:1][C:2]1[CH:3]=[C:4]([S:8]([NH:11][C:12]2[CH:20]=[CH:19][C:15]([C:16]([O:18][CH:25]([CH2:24][O:23][CH3:22])[CH2:26][CH3:27])=[O:17])=[C:14]([OH:21])[CH:13]=2)(=[O:9])=[O:10])[S:5][C:6]=1[Cl:7]. The yield is 0.390. No catalyst specified. (3) The reactants are [I-:1].[C:2]([C:5]1[CH:6]=[CH:7][C:8]([O:24][CH3:25])=[C:9]([S+:11]2[C:15]3[CH:16]=[CH:17][CH:18]=[CH:19][C:14]=3[C:13]3[CH:20]=[CH:21][CH:22]=[CH:23][C:12]2=3)[CH:10]=1)([OH:4])=[O:3].C(=O)([O-])[O-].[Cs+].[Cs+].Br[CH2:33][C:34]([O:36][C:37]1([CH2:42][CH3:43])[CH2:41][CH2:40][CH2:39][CH2:38]1)=[O:35]. The catalyst is CN(C)C=O.O. The product is [I-:1].[CH2:42]([C:37]1([O:36][C:34](=[O:35])[CH2:33][O:3][C:2]([C:5]2[CH:6]=[CH:7][C:8]([O:24][CH3:25])=[C:9]([S+:11]3[C:12]4[CH:23]=[CH:22][CH:21]=[CH:20][C:13]=4[C:14]4[CH:19]=[CH:18][CH:17]=[CH:16][C:15]3=4)[CH:10]=2)=[O:4])[CH2:41][CH2:40][CH2:39][CH2:38]1)[CH3:43]. The yield is 0.970. (4) The reactants are Br[CH2:2][C:3]1[N:8]=[C:7]([N:9]2C(=O)C3=CC=CC=C3C2=O)[CH:6]=[CH:5][CH:4]=1.[CH3:20][NH2:21].O.NN. The catalyst is C(O)C. The product is [CH3:20][NH:21][CH2:2][C:3]1[N:8]=[C:7]([NH2:9])[CH:6]=[CH:5][CH:4]=1. The yield is 0.320. (5) The reactants are Cl.[F:2][C:3]1[CH:8]=[C:7]([F:9])[CH:6]=[CH:5][C:4]=1[N:10]1[C:14]([N:15]2[N:24]=[C:23]3[C:17]([CH2:18][CH2:19][O:20][C:21]4[CH:28]=[CH:27][C:26]([CH:29]5[CH2:34][CH2:33][NH:32][CH2:31][CH2:30]5)=[CH:25][C:22]=43)=[CH:16]2)=[N:13][CH:12]=[N:11]1.Cl([O-])(=O)(=O)=O.[Li+].CCN(C(C)C)C(C)C.[CH3:50][C:51]1([CH3:54])[CH2:53][O:52]1. The catalyst is C1COCC1.O. The product is [F:2][C:3]1[CH:8]=[C:7]([F:9])[CH:6]=[CH:5][C:4]=1[N:10]1[C:14]([N:15]2[N:24]=[C:23]3[C:17]([CH2:18][CH2:19][O:20][C:21]4[CH:28]=[CH:27][C:26]([CH:29]5[CH2:34][CH2:33][N:32]([CH2:50][C:51]([CH3:54])([OH:52])[CH3:53])[CH2:31][CH2:30]5)=[CH:25][C:22]=43)=[CH:16]2)=[N:13][CH:12]=[N:11]1. The yield is 0.540. (6) The reactants are [CH3:1][O:2][C:3]1[CH:8]=[CH:7][C:6]([NH2:9])=[CH:5][CH:4]=1.C(N(CC)CC)C.Cl[S:18]([C:21]1[CH:30]=[CH:29][C:24]([C:25]([O:27][CH3:28])=[O:26])=[CH:23][CH:22]=1)(=[O:20])=[O:19]. The catalyst is ClCCl. The product is [CH3:1][O:2][C:3]1[CH:8]=[CH:7][C:6]([NH:9][S:18]([C:21]2[CH:22]=[CH:23][C:24]([C:25]([O:27][CH3:28])=[O:26])=[CH:29][CH:30]=2)(=[O:20])=[O:19])=[CH:5][CH:4]=1. The yield is 0.300.